Dataset: Full USPTO retrosynthesis dataset with 1.9M reactions from patents (1976-2016). Task: Predict the reactants needed to synthesize the given product. (1) Given the product [OH:10][CH:4]([CH:12]1[CH2:13][CH2:14][CH2:15][C:11]1=[O:16])[CH2:5][CH2:6][CH2:7][CH2:8][CH3:9], predict the reactants needed to synthesize it. The reactants are: [OH-].[Na+].O.[CH:4](=[O:10])[CH2:5][CH2:6][CH2:7][CH2:8][CH3:9].[C:11]1(=[O:16])[CH2:15][CH2:14][CH2:13][CH2:12]1. (2) Given the product [F:21][C:22]1[CH:28]=[CH:27][C:25]([NH:26][C:4]([C:1]2([C:7]([OH:9])=[O:8])[CH2:3][CH2:2]2)=[O:5])=[C:24]([CH3:29])[CH:23]=1, predict the reactants needed to synthesize it. The reactants are: [C:1]1([C:7]([OH:9])=[O:8])([C:4](O)=[O:5])[CH2:3][CH2:2]1.C(N(CC)CC)C.S(Cl)(Cl)=O.[F:21][C:22]1[CH:28]=[CH:27][C:25]([NH2:26])=[C:24]([CH3:29])[CH:23]=1.[OH-].[Na+]. (3) Given the product [Br:1][C:2]1[CH:9]=[CH:8][C:5]([C:6]#[N:7])=[C:4]([NH:16][CH:14]([CH3:15])[CH2:13][O:12][CH3:11])[CH:3]=1, predict the reactants needed to synthesize it. The reactants are: [Br:1][C:2]1[CH:9]=[CH:8][C:5]([C:6]#[N:7])=[C:4](F)[CH:3]=1.[CH3:11][O:12][CH2:13][CH:14]([NH2:16])[CH3:15].C(N(C(C)C)CC)(C)C.CS(C)=O. (4) Given the product [ClH:20].[NH:5]([C:6]1[CH:7]=[CH:8][C:9]([CH2:12][C:13]([NH:15][CH3:16])=[O:14])=[CH:10][CH:11]=1)[NH2:1], predict the reactants needed to synthesize it. The reactants are: [N:1]([O-])=O.[Na+].[NH2:5][C:6]1[CH:11]=[CH:10][C:9]([CH2:12][C:13]([NH:15][CH3:16])=[O:14])=[CH:8][CH:7]=1.O.O.[Sn](Cl)[Cl:20]. (5) Given the product [CH2:20]([O:19][C:16]1[CH:17]=[CH:18][C:13]([O:12][CH2:11][C@@H:10]([OH:29])[CH2:9][N:8]([CH2:1][C:2]2[CH:3]=[CH:4][CH:5]=[CH:6][CH:7]=2)[C@@H:30]([CH2:31][C:32]2[CH:33]=[CH:34][C:35]([OH:38])=[CH:36][CH:37]=2)[CH2:39][OH:40])=[CH:14][C:15]=1[CH2:27][OH:28])[C:21]1[CH:26]=[CH:25][CH:24]=[CH:23][CH:22]=1, predict the reactants needed to synthesize it. The reactants are: [CH2:1]([N:8]([C@H:30]([CH2:39][OH:40])[CH2:31][C:32]1[CH:37]=[CH:36][C:35]([OH:38])=[CH:34][CH:33]=1)[CH2:9][C@H:10]([OH:29])[CH2:11][O:12][C:13]1[CH:18]=[CH:17][C:16]([O:19][CH2:20][C:21]2[CH:26]=[CH:25][CH:24]=[CH:23][CH:22]=2)=[C:15]([CH:27]=[O:28])[CH:14]=1)[C:2]1[CH:7]=[CH:6][CH:5]=[CH:4][CH:3]=1.[BH4-].[Na+]. (6) Given the product [F:39][C:36]1[CH:35]=[CH:34][C:33]([C:9]2[N:10]=[C:11]3[CH:16]=[C:15]([CH:17]4[CH2:22][CH2:21][NH:20][CH2:19][CH2:18]4)[CH:14]=[CH:13][N:12]3[C:8]=2[C:6]2[CH:5]=[CH:4][N:3]=[C:2]([NH2:1])[N:7]=2)=[CH:38][CH:37]=1, predict the reactants needed to synthesize it. The reactants are: [NH2:1][C:2]1[N:7]=[C:6]([C:8]2[N:12]3[CH:13]=[CH:14][C:15]([CH:17]4[CH2:22][CH2:21][N:20](C(OCC5C=CC=CC=5)=O)[CH2:19][CH2:18]4)=[CH:16][C:11]3=[N:10][C:9]=2[C:33]2[CH:38]=[CH:37][C:36]([F:39])=[CH:35][CH:34]=2)[CH:5]=[CH:4][N:3]=1.[Si](I)(C)(C)C.